Dataset: Full USPTO retrosynthesis dataset with 1.9M reactions from patents (1976-2016). Task: Predict the reactants needed to synthesize the given product. (1) The reactants are: [C:1]([O:5][C:6]([NH:8][C@H:9]([CH2:31][O:32][CH2:33][C:34]1[CH:39]=[CH:38][CH:37]=[CH:36][CH:35]=1)[CH2:10][NH:11][CH2:12][CH:13]([NH:23][C:24]([O:26][C:27]([CH3:30])([CH3:29])[CH3:28])=[O:25])[CH2:14][O:15][CH2:16][C:17]1[CH:22]=[CH:21][CH:20]=[CH:19][CH:18]=1)=[O:7])([CH3:4])([CH3:3])[CH3:2].[CH:40](=O)[CH3:41].C(O[BH-](OC(=O)C)OC(=O)C)(=O)C.[Na+].C(O)(=O)C. Given the product [C:1]([O:5][C:6]([NH:8][C@H:9]([CH2:31][O:32][CH2:33][C:34]1[CH:35]=[CH:36][CH:37]=[CH:38][CH:39]=1)[CH2:10][N:11]([CH2:12][CH:13]([NH:23][C:24]([O:26][C:27]([CH3:30])([CH3:28])[CH3:29])=[O:25])[CH2:14][O:15][CH2:16][C:17]1[CH:22]=[CH:21][CH:20]=[CH:19][CH:18]=1)[CH2:40][CH3:41])=[O:7])([CH3:2])([CH3:3])[CH3:4], predict the reactants needed to synthesize it. (2) Given the product [CH:32]1[C:31]([CH2:30][CH2:29][CH2:39][OH:41])=[CH:36][C:35]([OH:37])=[C:34]([OH:38])[CH:33]=1.[CH3:1]/[CH:2]=[C:3]1\[C@H:4]([CH2:25][C:26]([O:28][CH2:29][CH2:30][C:31]2[CH:32]=[CH:33][C:34]([OH:38])=[C:35]([OH:37])[CH:36]=2)=[O:27])[C:5]([C:21]([O:23][CH3:24])=[O:22])=[CH:6][O:7][C@H:8]\1[OH:9], predict the reactants needed to synthesize it. The reactants are: [CH3:1]/[CH:2]=[C:3]1\[C@H:4]([CH2:25][C:26]([O:28][CH2:29][CH2:30][C:31]2[CH:32]=[CH:33][C:34]([OH:38])=[C:35]([OH:37])[CH:36]=2)=[O:27])[C:5]([C:21]([O:23][CH3:24])=[O:22])=[CH:6][O:7][C@H:8]\1[O:9][C@@H]1O[C@H](CO)[C@@H](O)[C@H](O)[C@H]1O.[C:39]([O-])(=[O:41])C.[Na+].